This data is from Forward reaction prediction with 1.9M reactions from USPTO patents (1976-2016). The task is: Predict the product of the given reaction. (1) Given the reactants [NH2:1][C:2]1[C:10]2[N:9]=[N:8][NH:7][C:6]=2[CH:5]=[CH:4][CH:3]=1.[H-].[Na+].Cl[C:14]1[CH:19]=[CH:18][N:17]=[C:16]([S:20][CH3:21])[N:15]=1, predict the reaction product. The product is: [CH3:21][S:20][C:16]1[N:17]=[C:18]([N:7]2[C:6]3[CH:5]=[CH:4][CH:3]=[C:2]([NH2:1])[C:10]=3[N:9]=[N:8]2)[CH:19]=[CH:14][N:15]=1. (2) Given the reactants O[CH2:2][CH2:3][CH:4]1[CH2:9][O:8][C:7]([CH3:11])([CH3:10])[O:6][CH2:5]1.C(Br)(Br)(Br)[Br:13].C1(P(C2C=CC=CC=2)C2C=CC=CC=2)C=CC=CC=1.O, predict the reaction product. The product is: [Br:13][CH2:2][CH2:3][CH:4]1[CH2:9][O:8][C:7]([CH3:11])([CH3:10])[O:6][CH2:5]1. (3) Given the reactants [CH3:1][O:2][C:3](=[O:13])[C:4]1[CH:12]=[CH:11][C:7]([C:8]([OH:10])=O)=[CH:6][CH:5]=1.CN(C=O)C.[CH3:19][C:20]1([CH3:33])[CH2:29][CH2:28][C:27]([CH3:31])([CH3:30])[C:26]2[CH:25]=[C:24]([NH2:32])[CH:23]=[CH:22][C:21]1=2.O, predict the reaction product. The product is: [CH3:1][O:2][C:3](=[O:13])[C:4]1[CH:5]=[CH:6][C:7]([C:8]([NH:32][C:24]2[CH:23]=[CH:22][C:21]3[C:20]([CH3:33])([CH3:19])[CH2:29][CH2:28][C:27]([CH3:31])([CH3:30])[C:26]=3[CH:25]=2)=[O:10])=[CH:11][CH:12]=1.